From a dataset of Full USPTO retrosynthesis dataset with 1.9M reactions from patents (1976-2016). Predict the reactants needed to synthesize the given product. Given the product [CH2:11]([N:13]([CH2:14][C:15]([OH:20])([CH2:21][NH:22][C:23]1[CH:31]=[CH:30][CH:29]=[C:28]2[C:24]=1[CH:25]=[N:26][N:27]2[C:32]1[CH:33]=[CH:34][CH:35]=[CH:36][CH:37]=1)[C:16]([F:19])([F:18])[F:17])[C:4](=[O:6])[C:3]1[CH:7]=[CH:8][CH:9]=[CH:10][C:2]=1[F:1])[CH3:12], predict the reactants needed to synthesize it. The reactants are: [F:1][C:2]1[CH:10]=[CH:9][CH:8]=[CH:7][C:3]=1[C:4]([OH:6])=O.[CH2:11]([NH:13][CH2:14][C:15]([CH2:21][NH:22][C:23]1[CH:31]=[CH:30][CH:29]=[C:28]2[C:24]=1[CH:25]=[N:26][N:27]2[C:32]1[CH:37]=[CH:36][CH:35]=[CH:34][CH:33]=1)([OH:20])[C:16]([F:19])([F:18])[F:17])[CH3:12].